This data is from NCI-60 drug combinations with 297,098 pairs across 59 cell lines. The task is: Regression. Given two drug SMILES strings and cell line genomic features, predict the synergy score measuring deviation from expected non-interaction effect. (1) Drug 1: CNC(=O)C1=CC=CC=C1SC2=CC3=C(C=C2)C(=NN3)C=CC4=CC=CC=N4. Drug 2: C1=C(C(=O)NC(=O)N1)N(CCCl)CCCl. Cell line: UACC62. Synergy scores: CSS=38.7, Synergy_ZIP=-1.93, Synergy_Bliss=1.60, Synergy_Loewe=2.13, Synergy_HSA=2.41. (2) Drug 1: C1=CC=C(C=C1)NC(=O)CCCCCCC(=O)NO. Drug 2: C1C(C(OC1N2C=NC(=NC2=O)N)CO)O. Cell line: DU-145. Synergy scores: CSS=23.3, Synergy_ZIP=-0.111, Synergy_Bliss=4.44, Synergy_Loewe=-17.1, Synergy_HSA=-0.0914. (3) Drug 1: C1=CC(=CC=C1C#N)C(C2=CC=C(C=C2)C#N)N3C=NC=N3. Drug 2: C1=CN(C(=O)N=C1N)C2C(C(C(O2)CO)O)O.Cl. Cell line: UO-31. Synergy scores: CSS=23.8, Synergy_ZIP=-0.0738, Synergy_Bliss=4.40, Synergy_Loewe=-7.12, Synergy_HSA=-0.134. (4) Drug 1: CC12CCC3C(C1CCC2=O)CC(=C)C4=CC(=O)C=CC34C. Drug 2: CS(=O)(=O)OCCCCOS(=O)(=O)C. Cell line: HCT-15. Synergy scores: CSS=27.0, Synergy_ZIP=1.08, Synergy_Bliss=4.31, Synergy_Loewe=-8.17, Synergy_HSA=1.46.